Dataset: Catalyst prediction with 721,799 reactions and 888 catalyst types from USPTO. Task: Predict which catalyst facilitates the given reaction. (1) The catalyst class is: 5. Product: [NH2:4][C:5]1[CH:10]=[CH:9][C:8]([S:11]([NH:14][CH2:15][C:16]([O:18][CH3:19])=[O:17])(=[O:13])=[O:12])=[CH:7][C:6]=1[Cl:23]. Reactant: C([NH:4][C:5]1[CH:10]=[CH:9][C:8]([S:11]([NH:14][CH2:15][C:16]([O:18][C:19](C)(C)C)=[O:17])(=[O:13])=[O:12])=[CH:7][C:6]=1[Cl:23])(=O)C.S(=O)(=O)(O)O. (2) Reactant: Br[CH2:2][C:3]([C:5]1[CH:10]=[CH:9][C:8]([F:11])=[CH:7][CH:6]=1)=O.[NH2:12][C:13]1[C:14]([C:19]([O:21][CH3:22])=[O:20])=[N:15][CH:16]=[CH:17][N:18]=1.C([O-])(O)=O.[Na+]. Product: [CH3:22][O:21][C:19]([C:14]1[C:13]2[N:18]([CH:2]=[C:3]([C:5]3[CH:10]=[CH:9][C:8]([F:11])=[CH:7][CH:6]=3)[N:12]=2)[CH:17]=[CH:16][N:15]=1)=[O:20]. The catalyst class is: 85. (3) Reactant: Cl.[F:2][C:3]1([C:20]2[CH:25]=[CH:24][CH:23]=[CH:22][C:21]=2[C:26]([F:29])([F:28])[F:27])[CH2:8][CH2:7][N:6]([C:9]([C:11]2[C:15]3[CH2:16][NH:17][CH2:18][CH2:19][C:14]=3[NH:13][N:12]=2)=[O:10])[CH2:5][CH2:4]1.CCN(C(C)C)C(C)C.[C:39](Cl)(=[O:41])[CH3:40]. Product: [F:2][C:3]1([C:20]2[CH:25]=[CH:24][CH:23]=[CH:22][C:21]=2[C:26]([F:27])([F:28])[F:29])[CH2:8][CH2:7][N:6]([C:9]([C:11]2[C:15]3[CH2:16][N:17]([C:39](=[O:41])[CH3:40])[CH2:18][CH2:19][C:14]=3[NH:13][N:12]=2)=[O:10])[CH2:5][CH2:4]1. The catalyst class is: 3. (4) Product: [C:11]([O:15][C:16]([N:18]1[CH2:27][C:26]2[N:22]([C:23]([CH:28]3[CH2:29][CH2:30][C:31](=[O:34])[CH2:32][CH2:33]3)=[N:24][N:25]=2)[C:21]2[CH:35]=[CH:36][C:37]([Cl:39])=[CH:38][C:20]=2[CH2:19]1)=[O:17])([CH3:14])([CH3:12])[CH3:13]. Reactant: C(Cl)(=O)C(Cl)=O.CS(C)=O.[C:11]([O:15][C:16]([N:18]1[CH2:27][C:26]2[N:22]([C:23]([C@H:28]3[CH2:33][CH2:32][C@H:31]([OH:34])[CH2:30][CH2:29]3)=[N:24][N:25]=2)[C:21]2[CH:35]=[CH:36][C:37]([Cl:39])=[CH:38][C:20]=2[CH2:19]1)=[O:17])([CH3:14])([CH3:13])[CH3:12].C(N(CC)CC)C. The catalyst class is: 4. (5) Reactant: [Br:1][C:2]1[CH:3]=[CH:4][C:5]([F:10])=[C:6]([CH:9]=1)[CH:7]=O.[NH:11]1[CH2:16][CH2:15][O:14][CH2:13][CH2:12]1.C(O[BH-](OC(=O)C)OC(=O)C)(=O)C.[Na+].[OH-].[Na+]. Product: [Br:1][C:2]1[CH:3]=[CH:4][C:5]([F:10])=[C:6]([CH:9]=1)[CH2:7][N:11]1[CH2:16][CH2:15][O:14][CH2:13][CH2:12]1. The catalyst class is: 26. (6) The catalyst class is: 8. Reactant: [C:1]1([C:34]2[CH:39]=[CH:38][CH:37]=[CH:36][CH:35]=2)[CH:6]=[CH:5][CH:4]=[C:3]([N:7]([CH2:15][C:16]2[CH:33]=[CH:32][C:19]3/[C:20](=[CH:29]/[C:30]#[N:31])/[C:21]4[CH:28]=[CH:27][CH:26]=[CH:25][C:22]=4[CH2:23][CH2:24][C:18]=3[CH:17]=2)[C:8](=[O:14])[CH2:9][C:10]([O:12]C)=[O:11])[CH:2]=1.[OH-].[Na+].Cl. Product: [C:1]1([C:34]2[CH:35]=[CH:36][CH:37]=[CH:38][CH:39]=2)[CH:6]=[CH:5][CH:4]=[C:3]([N:7]([CH2:15][C:16]2[CH:33]=[CH:32][C:19]3/[C:20](=[CH:29]/[C:30]#[N:31])/[C:21]4[CH:28]=[CH:27][CH:26]=[CH:25][C:22]=4[CH2:23][CH2:24][C:18]=3[CH:17]=2)[C:8](=[O:14])[CH2:9][C:10]([OH:12])=[O:11])[CH:2]=1. (7) Reactant: [CH3:1][C:2]1[CH:3]=[C:4]2[C:8](=[CH:9][CH:10]=1)[NH:7][C:6](=[O:11])[C:5]2=[O:12].[C:13]1(B(O)O)[CH:18]=[CH:17][CH:16]=[CH:15][CH:14]=1.C(N(CC)CC)C.N1C=CC=CC=1. Product: [CH3:1][C:2]1[CH:3]=[C:4]2[C:8](=[CH:9][CH:10]=1)[N:7]([C:13]1[CH:18]=[CH:17][CH:16]=[CH:15][CH:14]=1)[C:6](=[O:11])[C:5]2=[O:12]. The catalyst class is: 4. (8) Reactant: CC(OC(/N=[N:8]/[C:9](OC(C)C)=O)=O)C.[Cl:15][C:16]1[CH:24]=[C:23]([Cl:25])[CH:22]=[C:21]2[C:17]=1[CH2:18][C@@H:19](O)[C@@H:20]2N(C)C.[OH:30][C:31]1[CH:36]=[CH:35][C:34]([S:37]([NH:40][CH2:41][CH2:42][O:43][CH2:44][CH2:45][O:46][CH2:47][CH2:48][NH:49]C(=O)OC(C)(C)C)(=[O:39])=[O:38])=[CH:33][CH:32]=1.[CH:57]1C=CC(P(C2C=CC=CC=2)C2C=CC=CC=2)=CC=1. Product: [NH2:49][CH2:48][CH2:47][O:46][CH2:45][CH2:44][O:43][CH2:42][CH2:41][NH:40][S:37]([C:34]1[CH:33]=[CH:32][C:31]([O:30][C@H:20]2[C:21]3[C:17](=[C:16]([Cl:15])[CH:24]=[C:23]([Cl:25])[CH:22]=3)[CH2:18][C@@H:19]2[N:8]([CH3:9])[CH3:57])=[CH:36][CH:35]=1)(=[O:38])=[O:39]. The catalyst class is: 1. (9) Reactant: [CH3:1][C:2](C)([CH2:6][C:7]1[CH:12]=[CH:11][CH:10]=[C:9]([O:13][CH2:14][CH2:15][C:16]23[CH2:25][CH:20]4[CH2:21][CH:22]([CH2:24][CH:18]([CH2:19]4)[CH2:17]2)[CH2:23]3)[CH:8]=1)[C:3](O)=O.C([N:29](CC)CC)C.[N-]=[N+]=[N-].[Na+]. The catalyst class is: 95. Product: [CH3:1][C:2]([NH2:29])([CH3:3])[CH2:6][C:7]1[CH:12]=[CH:11][CH:10]=[C:9]([O:13][CH2:14][CH2:15][C:16]23[CH2:25][CH:20]4[CH2:21][CH:22]([CH2:24][CH:18]([CH2:19]4)[CH2:17]2)[CH2:23]3)[CH:8]=1.